This data is from Reaction yield outcomes from USPTO patents with 853,638 reactions. The task is: Predict the reaction yield, written as a fraction of the theoretical maximum amount of product (1.0 means a 100% yield; for example, 0.34 means a 34% yield). (1) The reactants are [Cl:1][C:2]1[CH:11]=[C:10]2[C:5]([CH2:6][CH:7]([CH2:19][OH:20])[N:8]([C:12]([O:14][C:15]([CH3:18])([CH3:17])[CH3:16])=[O:13])[CH2:9]2)=[CH:4][CH:3]=1.CC(OI1(OC(C)=O)(OC(C)=O)OC(=O)C2C=CC=CC1=2)=O. The catalyst is C(Cl)Cl. The product is [Cl:1][C:2]1[CH:11]=[C:10]2[C:5]([CH2:6][CH:7]([CH:19]=[O:20])[N:8]([C:12]([O:14][C:15]([CH3:16])([CH3:17])[CH3:18])=[O:13])[CH2:9]2)=[CH:4][CH:3]=1. The yield is 0.600. (2) The reactants are [CH3:1][N:2]([S:27]([C:30]1[S:31][CH:32]=[CH:33][CH:34]=1)(=[O:29])=[O:28])[C:3]1[CH:4]=[CH:5][CH:6]=[C:7]2[C:11]=1[NH:10][C:9]([C:12]1[S:13][C:14]3([CH2:21][CH2:20][N:19]([CH2:22]C(OC)=O)[CH2:18][CH2:17]3)[CH2:15][N:16]=1)=[CH:8]2.[CH3:35][Li].C([O:39][CH2:40][CH3:41])C.[Cl-].[NH4+]. The catalyst is O1CCCC1. The product is [OH:39][C:40]([CH3:41])([CH3:35])[CH2:22][N:19]1[CH2:20][CH2:21][C:14]2([S:13][C:12]([C:9]3[NH:10][C:11]4[C:7]([CH:8]=3)=[CH:6][CH:5]=[CH:4][C:3]=4[N:2]([CH3:1])[S:27]([C:30]3[S:31][CH:32]=[CH:33][CH:34]=3)(=[O:29])=[O:28])=[N:16][CH2:15]2)[CH2:17][CH2:18]1. The yield is 0.440. (3) The reactants are [N+:1]([O-:4])(O)=[O:2].OS(O)(=O)=O.[F:10][C:11]1[CH:16]=[CH:15][C:14]([CH:17]([NH2:19])[CH3:18])=[CH:13][CH:12]=1.[OH-].[Na+]. No catalyst specified. The product is [F:10][C:11]1[CH:16]=[CH:15][C:14]([CH:17]([NH2:19])[CH3:18])=[CH:13][C:12]=1[N+:1]([O-:4])=[O:2]. The yield is 0.960.